From a dataset of Forward reaction prediction with 1.9M reactions from USPTO patents (1976-2016). Predict the product of the given reaction. (1) Given the reactants [F:1][C:2]([F:20])([C:16]([F:19])([F:18])[F:17])[CH2:3][NH:4][C:5]1[C:10]([C:11]([O:13]CC)=[O:12])=[CH:9][N:8]=[CH:7][N:6]=1.[OH-].[K+], predict the reaction product. The product is: [F:20][C:2]([F:1])([C:16]([F:17])([F:18])[F:19])[CH2:3][NH:4][C:5]1[C:10]([C:11]([OH:13])=[O:12])=[CH:9][N:8]=[CH:7][N:6]=1. (2) Given the reactants C([O:3][C:4]([CH:6]1[CH2:8][CH:7]1[C:9]1[CH:14]=[CH:13][C:12]([F:15])=[CH:11][C:10]=1[F:16])=[O:5])C.[OH-].[Na+], predict the reaction product. The product is: [F:16][C:10]1[CH:11]=[C:12]([F:15])[CH:13]=[CH:14][C:9]=1[CH:7]1[CH2:8][CH:6]1[C:4]([OH:5])=[O:3].